Task: Regression. Given a peptide amino acid sequence and an MHC pseudo amino acid sequence, predict their binding affinity value. This is MHC class I binding data.. Dataset: Peptide-MHC class I binding affinity with 185,985 pairs from IEDB/IMGT (1) The peptide sequence is HTAAPWGSY. The MHC is HLA-A02:19 with pseudo-sequence HLA-A02:19. The binding affinity (normalized) is 0.0847. (2) The MHC is HLA-A30:01 with pseudo-sequence HLA-A30:01. The peptide sequence is KTFDTEYQK. The binding affinity (normalized) is 0.449. (3) The peptide sequence is LDFAKVASV. The MHC is HLA-A02:01 with pseudo-sequence HLA-A02:01. The binding affinity (normalized) is 0.218.